Dataset: Catalyst prediction with 721,799 reactions and 888 catalyst types from USPTO. Task: Predict which catalyst facilitates the given reaction. (1) Reactant: [CH3:1][NH:2][CH3:3].Br[C:5]1[CH:10]=[CH:9][C:8]([N:11]2[C:20](=[O:21])[C:19]3[C:14](=[CH:15][CH:16]=[CH:17][CH:18]=3)[N:13]=[C:12]2[C:22]2[CH:23]=[C:24]3[C:28](=[CH:29][CH:30]=2)[N:27](C(OC(C)(C)C)=O)[CH:26]=[CH:25]3)=[CH:7][CH:6]=1. Product: [CH3:1][N:2]([CH3:3])[C:5]1[CH:6]=[CH:7][C:8]([N:11]2[C:20](=[O:21])[C:19]3[C:14](=[CH:15][CH:16]=[CH:17][CH:18]=3)[N:13]=[C:12]2[C:22]2[CH:23]=[C:24]3[C:28](=[CH:29][CH:30]=2)[NH:27][CH:26]=[CH:25]3)=[CH:9][CH:10]=1. The catalyst class is: 718. (2) Reactant: [Cl:1][C:2]1[CH:29]=[CH:28][C:5]([CH2:6][NH:7][C:8]([C:10]2[C:11](=[O:27])[C:12]3[C:13]4[N:14]([CH:26]=2)[CH2:15][C:16](=[O:25])[N:17]([CH3:24])[C:18]=4[CH:19]=[C:20]([CH2:22]Cl)[CH:21]=3)=[O:9])=[CH:4][CH:3]=1.[O:30]1[CH:34]=[CH:33][CH:32]=[C:31]1[CH:35]([OH:39])[CH2:36][NH:37][CH3:38].CN(C=O)C.C(N(C(C)C)CC)(C)C. Product: [Cl:1][C:2]1[CH:3]=[CH:4][C:5]([CH2:6][NH:7][C:8]([C:10]2[C:11](=[O:27])[C:12]3[C:13]4[N:14]([CH:26]=2)[CH2:15][C:16](=[O:25])[N:17]([CH3:24])[C:18]=4[CH:19]=[C:20]([CH2:22][N:37]([CH2:36][CH:35]([C:31]2[O:30][CH:34]=[CH:33][CH:32]=2)[OH:39])[CH3:38])[CH:21]=3)=[O:9])=[CH:28][CH:29]=1. The catalyst class is: 13. (3) Reactant: [C:1]([C:3]1[CH:12]=[CH:11][C:10]2[C:5](=[CH:6][CH:7]=[CH:8][C:9]=2[N:13]2[CH2:18][CH2:17][N:16](C(OC(C)(C)C)=O)[CH2:15][CH2:14]2)[N:4]=1)#[N:2]. Product: [N:13]1([C:9]2[CH:8]=[CH:7][CH:6]=[C:5]3[C:10]=2[CH:11]=[CH:12][C:3]([C:1]#[N:2])=[N:4]3)[CH2:18][CH2:17][NH:16][CH2:15][CH2:14]1. The catalyst class is: 137. (4) Reactant: C1(P(=O)(C2C=CC=CC=2)C2C=CC=CC=2)C=CC=CC=1.FC(F)(F)S(OS(C(F)(F)F)(=O)=O)(=O)=O.C([S:43][C:44]1([CH2:50][NH:51][C:52]([C:54]2[NH:55][C:56]3[C:61]([CH:62]=2)=[CH:60][C:59]([O:63][CH2:64][CH2:65][O:66][CH3:67])=[CH:58][C:57]=3[N:68]([CH3:78])[S:69]([C:72]2[CH:77]=[CH:76][CH:75]=[CH:74][N:73]=2)(=[O:71])=[O:70])=O)[CH2:49][CH2:48][S:47][CH2:46][CH2:45]1)C1C=CC=CC=1.C1(SC)C=CC=CC=1.C(=O)([O-])O.[Na+]. Product: [S:43]1[C:44]2([CH2:49][CH2:48][S:47][CH2:46][CH2:45]2)[CH2:50][N:51]=[C:52]1[C:54]1[NH:55][C:56]2[C:61]([CH:62]=1)=[CH:60][C:59]([O:63][CH2:64][CH2:65][O:66][CH3:67])=[CH:58][C:57]=2[N:68]([CH3:78])[S:69]([C:72]1[CH:77]=[CH:76][CH:75]=[CH:74][N:73]=1)(=[O:70])=[O:71]. The catalyst class is: 10. (5) Reactant: Br[CH2:2][CH2:3][Cl:4].[OH:5][C:6]1[CH:11]=[CH:10][C:9]([CH2:12][C:13]([NH2:15])=[O:14])=[CH:8][CH:7]=1.[OH-].[K+]. Product: [Cl:4][CH2:3][CH2:2][O:5][C:6]1[CH:7]=[CH:8][C:9]([CH2:12][C:13]([NH2:15])=[O:14])=[CH:10][CH:11]=1. The catalyst class is: 14.